The task is: Regression. Given two drug SMILES strings and cell line genomic features, predict the synergy score measuring deviation from expected non-interaction effect.. This data is from NCI-60 drug combinations with 297,098 pairs across 59 cell lines. (1) Drug 1: C1CN1C2=NC(=NC(=N2)N3CC3)N4CC4. Drug 2: C1CNP(=O)(OC1)N(CCCl)CCCl. Cell line: SK-OV-3. Synergy scores: CSS=14.7, Synergy_ZIP=-8.12, Synergy_Bliss=-2.93, Synergy_Loewe=-31.0, Synergy_HSA=-3.29. (2) Drug 1: CC(C)NC(=O)C1=CC=C(C=C1)CNNC.Cl. Drug 2: N.N.Cl[Pt+2]Cl. Cell line: RXF 393. Synergy scores: CSS=23.9, Synergy_ZIP=-0.871, Synergy_Bliss=-2.75, Synergy_Loewe=-29.5, Synergy_HSA=-4.99. (3) Drug 1: C1CC(=O)NC(=O)C1N2CC3=C(C2=O)C=CC=C3N. Drug 2: C(CC(=O)O)C(=O)CN.Cl. Cell line: EKVX. Synergy scores: CSS=5.56, Synergy_ZIP=-4.47, Synergy_Bliss=-6.74, Synergy_Loewe=-3.45, Synergy_HSA=-4.00. (4) Drug 2: C(CC(=O)O)C(=O)CN.Cl. Cell line: M14. Synergy scores: CSS=0.683, Synergy_ZIP=-1.48, Synergy_Bliss=-2.96, Synergy_Loewe=-5.81, Synergy_HSA=-5.69. Drug 1: CN1CCC(CC1)COC2=C(C=C3C(=C2)N=CN=C3NC4=C(C=C(C=C4)Br)F)OC. (5) Drug 1: C1=CC(=C2C(=C1NCCNCCO)C(=O)C3=C(C=CC(=C3C2=O)O)O)NCCNCCO. Drug 2: CC1=C(C=C(C=C1)NC(=O)C2=CC=C(C=C2)CN3CCN(CC3)C)NC4=NC=CC(=N4)C5=CN=CC=C5. Cell line: MOLT-4. Synergy scores: CSS=85.6, Synergy_ZIP=12.6, Synergy_Bliss=11.8, Synergy_Loewe=-14.7, Synergy_HSA=12.1. (6) Drug 1: CS(=O)(=O)C1=CC(=C(C=C1)C(=O)NC2=CC(=C(C=C2)Cl)C3=CC=CC=N3)Cl. Drug 2: C1CCC(C(C1)N)N.C(=O)(C(=O)[O-])[O-].[Pt+4]. Cell line: 786-0. Synergy scores: CSS=36.3, Synergy_ZIP=-2.84, Synergy_Bliss=8.71, Synergy_Loewe=-1.27, Synergy_HSA=11.3.